Dataset: Peptide-MHC class I binding affinity with 185,985 pairs from IEDB/IMGT. Task: Regression. Given a peptide amino acid sequence and an MHC pseudo amino acid sequence, predict their binding affinity value. This is MHC class I binding data. (1) The peptide sequence is MTIREFPRK. The MHC is HLA-A30:01 with pseudo-sequence HLA-A30:01. The binding affinity (normalized) is 0.957. (2) The peptide sequence is AEFPVGSTA. The MHC is HLA-B58:01 with pseudo-sequence HLA-B58:01. The binding affinity (normalized) is 0.0847. (3) The peptide sequence is RPASAGAML. The MHC is HLA-B58:01 with pseudo-sequence HLA-B58:01. The binding affinity (normalized) is 0.0847. (4) The peptide sequence is KTTLFHTFK. The MHC is HLA-A33:01 with pseudo-sequence HLA-A33:01. The binding affinity (normalized) is 0.488. (5) The peptide sequence is MVMCGGSLY. The MHC is HLA-A33:01 with pseudo-sequence HLA-A33:01. The binding affinity (normalized) is 0.220. (6) The peptide sequence is IARLVYKAR. The MHC is HLA-B08:03 with pseudo-sequence HLA-B08:03. The binding affinity (normalized) is 0.0847.